From a dataset of Full USPTO retrosynthesis dataset with 1.9M reactions from patents (1976-2016). Predict the reactants needed to synthesize the given product. (1) Given the product [CH2:1]([N:8]1[C:9](=[O:10])[C@@H:11]2[C:14]3[CH:15]=[CH:16][C:17]([O:19][CH2:20][C:21]4[CH:26]=[CH:25][CH:24]=[CH:23][CH:22]=4)=[CH:18][C:13]=3[CH2:12][O:29][C@H:28]2[CH2:27]1)[C:31]1[CH:36]=[CH:35][CH:34]=[CH:33][CH:32]=1, predict the reactants needed to synthesize it. The reactants are: [CH2:1]([N:8]([CH2:27][CH:28]=[O:29])[C:9]([CH:11]1[C:14]2[CH:15]=[CH:16][C:17]([O:19][CH2:20][C:21]3[CH:26]=[CH:25][CH:24]=[CH:23][CH:22]=3)=[CH:18][C:13]=2[CH2:12]1)=[O:10])C1C=CC=CC=1.Br[C:31]1[CH:36]=[CH:35][CH:34]=[CH:33][CH:32]=1.C(OCC)(=O)C. (2) Given the product [N+:11]([C:7]1[CH:6]=[C:5]([CH:10]=[CH:9][CH:8]=1)[CH2:4][C:3]1[C:14]([C:15]#[N:16])=[C:17]([NH2:18])[NH:20][N:19]=1)([O-:13])=[O:12], predict the reactants needed to synthesize it. The reactants are: CO[C:3](=[C:14]([C:17]#[N:18])[C:15]#[N:16])[CH2:4][C:5]1[CH:10]=[CH:9][CH:8]=[C:7]([N+:11]([O-:13])=[O:12])[CH:6]=1.[NH2:19][NH2:20]. (3) The reactants are: C(Cl)[Cl:2].[CH2:4]([O:11][C:12]1[CH:17]=[CH:16][C:15]([C:18](=[O:21])[CH2:19][CH3:20])=[CH:14][CH:13]=1)[C:5]1[CH:10]=[CH:9][CH:8]=[CH:7][CH:6]=1.S(Cl)(Cl)(=O)=O. Given the product [CH2:4]([O:11][C:12]1[CH:13]=[CH:14][C:15]([C:18](=[O:21])[CH:19]([Cl:2])[CH3:20])=[CH:16][CH:17]=1)[C:5]1[CH:6]=[CH:7][CH:8]=[CH:9][CH:10]=1, predict the reactants needed to synthesize it.